Dataset: Catalyst prediction with 721,799 reactions and 888 catalyst types from USPTO. Task: Predict which catalyst facilitates the given reaction. Reactant: [CH:1]([C:3]1[CH:4]=[C:5]([CH:15]=[CH:16][CH:17]=1)[O:6][C:7]([CH3:14])([CH3:13])[C:8]([O:10]CC)=[O:9])=O.[NH2:18][C:19]1[CH:24]=[CH:23][CH:22]=[CH:21][C:20]=1[SH:25].[OH-].[Na+]. Product: [S:25]1[C:20]2[CH:21]=[CH:22][CH:23]=[CH:24][C:19]=2[N:18]=[C:1]1[C:3]1[CH:4]=[C:5]([CH:15]=[CH:16][CH:17]=1)[O:6][C:7]([CH3:13])([CH3:14])[C:8]([OH:10])=[O:9]. The catalyst class is: 5.